From a dataset of Catalyst prediction with 721,799 reactions and 888 catalyst types from USPTO. Predict which catalyst facilitates the given reaction. (1) Reactant: [F:1][C:2]1[CH:7]=[CH:6][C:5]([CH:8]([CH2:12][CH:13]=[CH2:14])[CH2:9][NH:10][CH3:11])=[CH:4][CH:3]=1.CCN(C(C)C)C(C)C.[C:24]([C:26]1[CH:27]=[C:28]([C:36](Cl)=[O:37])[C:29]2[C:34]([CH:35]=1)=[CH:33][CH:32]=[CH:31][CH:30]=2)#[N:25]. Product: [C:24]([C:26]1[CH:27]=[C:28]([C:36]([N:10]([CH2:9][CH:8]([C:5]2[CH:4]=[CH:3][C:2]([F:1])=[CH:7][CH:6]=2)[CH2:12][CH:13]=[CH2:14])[CH3:11])=[O:37])[C:29]2[C:34]([CH:35]=1)=[CH:33][CH:32]=[CH:31][CH:30]=2)#[N:25]. The catalyst class is: 2. (2) Reactant: [CH2:1]([O:8][C:9]1[CH:17]=[C:16]2[C:12]([C:13](=[O:18])[NH:14][NH:15]2)=[CH:11][CH:10]=1)[C:2]1[CH:7]=[CH:6][CH:5]=[CH:4][CH:3]=1.C(N(CC)CC)C.[CH3:26][C:27]([O:30][C:31](O[C:31]([O:30][C:27]([CH3:29])([CH3:28])[CH3:26])=[O:32])=[O:32])([CH3:29])[CH3:28]. Product: [CH2:1]([O:8][C:9]1[CH:17]=[C:16]2[C:12]([C:13](=[O:18])[NH:14][N:15]2[C:31]([O:30][C:27]([CH3:29])([CH3:28])[CH3:26])=[O:32])=[CH:11][CH:10]=1)[C:2]1[CH:7]=[CH:6][CH:5]=[CH:4][CH:3]=1. The catalyst class is: 154.